From a dataset of Full USPTO retrosynthesis dataset with 1.9M reactions from patents (1976-2016). Predict the reactants needed to synthesize the given product. (1) The reactants are: [Cl:1][C:2]1[N:7]=[C:6](/[CH:8]=[CH:9]\OCC)[C:5]([F:13])=[CH:4][N:3]=1.BrN1C(=O)CCC1=O.[NH2:22][C:23]1[C:28]([Cl:29])=[CH:27][CH:26]=[CH:25][N:24]=1.C(=O)([O-])O.[Na+]. Given the product [Cl:29][C:28]1[C:23]2[N:24]([C:8]([C:6]3[C:5]([F:13])=[CH:4][N:3]=[C:2]([Cl:1])[N:7]=3)=[CH:9][N:22]=2)[CH:25]=[CH:26][CH:27]=1, predict the reactants needed to synthesize it. (2) Given the product [NH2:30][C:26]1[CH:25]=[C:24]([CH:29]=[CH:28][CH:27]=1)[O:23][C:16]1[C:17]2[CH:22]=[CH:21][NH:20][C:18]=2[N:19]=[C:14]([NH:13][C:4]2[CH:5]=[CH:6][C:7]([O:8][CH2:9][CH2:10][O:11][CH3:12])=[C:2]([F:1])[CH:3]=2)[N:15]=1, predict the reactants needed to synthesize it. The reactants are: [F:1][C:2]1[CH:3]=[C:4]([NH:13][C:14]2[N:15]=[C:16]([O:23][C:24]3[CH:29]=[CH:28][CH:27]=[C:26]([N+:30]([O-])=O)[CH:25]=3)[C:17]3[CH:22]=[CH:21][NH:20][C:18]=3[N:19]=2)[CH:5]=[CH:6][C:7]=1[O:8][CH2:9][CH2:10][O:11][CH3:12].[H][H]. (3) Given the product [CH3:29][C:5]1[C:6]2[N:12]=[C:11]([C:20]3[C:15]([CH3:14])=[N:16][C:17]([C:24]([F:27])([F:25])[F:26])=[CH:18][CH:19]=3)[O:10][CH2:8][C:7]=2[CH:2]=[CH:3][CH:4]=1, predict the reactants needed to synthesize it. The reactants are: C[C:2]1[CH:3]=[CH:4][CH:5]=[C:6]2[NH:12][C:11](=O)[O:10][C:8](=O)[C:7]=12.[CH3:14][C:15]1[C:20](C(Cl)=O)=[CH:19][CH:18]=[C:17]([C:24]([F:27])([F:26])[F:25])[N:16]=1.N1C=CC=C[CH:29]=1. (4) Given the product [F:1][C:2]1[CH:7]=[C:6]([F:8])[CH:5]=[CH:4][C:3]=1[C@:9]12[CH2:10][O:11][C@@H:12]([C:17]3([CH3:20])[CH2:18][CH2:19]3)[CH2:13][C@H:14]1[CH2:15][S:23][C:22]([NH:24][C:25](=[O:32])[C:26]1[CH:27]=[CH:28][CH:29]=[CH:30][CH:31]=1)=[N:21]2, predict the reactants needed to synthesize it. The reactants are: [F:1][C:2]1[CH:7]=[C:6]([F:8])[CH:5]=[CH:4][C:3]=1[C@@:9]1([NH:21][C:22]([NH:24][C:25](=[O:32])[C:26]2[CH:31]=[CH:30][CH:29]=[CH:28][CH:27]=2)=[S:23])[C@H:14]([CH2:15]O)[CH2:13][C@H:12]([C:17]2([CH3:20])[CH2:19][CH2:18]2)[O:11][CH2:10]1.C(OC[C@@H]1OC[C@]2(C3C=CC(F)=CC=3F)N=C(NC(=O)C3C=CC=CC=3)SC[C@@H]2C1)C1C=CC=CC=1. (5) Given the product [Cl:37][C:29]1[CH:28]=[C:27]([C:25]2[O:24][N:23]=[C:22]([C:17]3[CH:18]=[CH:19][CH:20]=[C:21]4[C:16]=3[CH:15]=[CH:14][N:13]=[C:12]4[N:1]3[CH2:5][CH2:4][CH:3]([C:6]([OH:8])=[O:7])[CH2:2]3)[N:26]=2)[CH:32]=[CH:31][C:30]=1[O:33][CH:34]([CH3:36])[CH3:35], predict the reactants needed to synthesize it. The reactants are: [NH:1]1[CH2:5][CH2:4][CH:3]([C:6]([OH:8])=[O:7])[CH2:2]1.[H-].[Na+].Cl[C:12]1[C:21]2[C:16](=[C:17]([C:22]3[N:26]=[C:25]([C:27]4[CH:32]=[CH:31][C:30]([O:33][CH:34]([CH3:36])[CH3:35])=[C:29]([Cl:37])[CH:28]=4)[O:24][N:23]=3)[CH:18]=[CH:19][CH:20]=2)[CH:15]=[CH:14][N:13]=1.[OH-].[Li+]. (6) Given the product [CH2:15]([N:22]([CH2:41][C:8]1[CH:13]=[CH:12][CH:11]=[CH:10][CH:9]=1)[C:23]1[CH:28]=[CH:27][C:26]([C:29]2[CH:38]=[C:37]3[C:32]([CH:33]=[CH:34][CH:35]=[N:36]3)=[C:31]([Cl:39])[N:30]=2)=[C:25]([Cl:40])[CH:24]=1)[C:16]1[CH:21]=[CH:20][CH:19]=[CH:18][CH:17]=1, predict the reactants needed to synthesize it. The reactants are: O=P(Cl)(Cl)Cl.CN(C)[C:8]1[CH:13]=[CH:12][CH:11]=[CH:10][CH:9]=1.[CH2:15]([NH:22][C:23]1[CH:28]=[CH:27][C:26]([C:29]2[CH:38]=[C:37]3[C:32]([CH:33]=[CH:34][CH:35]=[N:36]3)=[C:31]([Cl:39])[N:30]=2)=[C:25]([Cl:40])[CH:24]=1)[C:16]1[CH:21]=[CH:20][CH:19]=[CH:18][CH:17]=1.[C:41]([O-])([O-])=O.[Na+].[Na+].